This data is from Reaction yield outcomes from USPTO patents with 853,638 reactions. The task is: Predict the reaction yield, written as a fraction of the theoretical maximum amount of product (1.0 means a 100% yield; for example, 0.34 means a 34% yield). (1) The reactants are [Br:1][C:2]1[CH:7]=[CH:6][C:5]([NH2:8])=[C:4]([S:9][CH2:10][CH2:11][O:12][Si](C(C)(C)C)(C)C)[CH:3]=1.[CH3:20][O:21][C:22]1[CH:23]=[C:24]2[C:29](=[CH:30][CH:31]=1)[O:28][CH2:27][CH:26]([C:32](O)=[O:33])[CH2:25]2.CN(C(ON1N=NC2C=CC=NC1=2)=[N+](C)C)C.F[P-](F)(F)(F)(F)F.CN1CCOCC1. The catalyst is CN(C=O)C. The product is [Br:1][C:2]1[CH:7]=[CH:6][C:5]([NH:8][C:32]([CH:26]2[CH2:25][C:24]3[C:29](=[CH:30][CH:31]=[C:22]([O:21][CH3:20])[CH:23]=3)[O:28][CH2:27]2)=[O:33])=[C:4]([S:9][CH2:10][CH2:11][OH:12])[CH:3]=1. The yield is 0.430. (2) The reactants are [C:1]([O:5][C:6]([NH:8][C@H:9]1[C:26]2[CH:27]=[C:22]([C:23]([OH:28])=[CH:24][CH:25]=2)[C:21]2=[CH:29][C:17](=[CH:18][CH:19]=[C:20]2[OH:30])[CH2:16][C@@H:15]([C:31]([O:33][CH3:34])=[O:32])[NH:14][C:13](=[O:35])[C@H:12]([CH3:36])[NH:11][C:10]1=[O:37])=[O:7])([CH3:4])([CH3:3])[CH3:2].CCN(CC)CC.[F:45][C:46]([F:59])([F:58])[S:47](O[S:47]([C:46]([F:59])([F:58])[F:45])(=[O:49])=[O:48])(=[O:49])=[O:48]. The catalyst is C(Cl)Cl.C([O-])(O)=O.[Na+]. The product is [C:1]([O:5][C:6]([NH:8][C@H:9]1[C:26]2[CH:27]=[C:22]([C:23]([O:28][S:47]([C:46]([F:59])([F:58])[F:45])(=[O:49])=[O:48])=[CH:24][CH:25]=2)[C:21]2=[CH:29][C:17](=[CH:18][CH:19]=[C:20]2[O:30][S:47]([C:46]([F:59])([F:58])[F:45])(=[O:49])=[O:48])[CH2:16][C@@H:15]([C:31]([O:33][CH3:34])=[O:32])[NH:14][C:13](=[O:35])[C@H:12]([CH3:36])[NH:11][C:10]1=[O:37])=[O:7])([CH3:4])([CH3:2])[CH3:3]. The yield is 0.580.